From a dataset of Full USPTO retrosynthesis dataset with 1.9M reactions from patents (1976-2016). Predict the reactants needed to synthesize the given product. (1) Given the product [CH:34]1([CH2:33][O:32][C:29]2[CH:30]=[CH:31][C:26]([CH2:25][N:9]3[CH2:10][CH2:11][C:12]4[C:17](=[CH:16][CH:15]=[C:14]([CH:18]([NH:20][C:21](=[O:23])[CH3:22])[CH3:19])[CH:13]=4)[CH2:8]3)=[CH:27][C:28]=2[O:37][C:38]([F:39])([F:40])[F:41])[CH2:36][CH2:35]1, predict the reactants needed to synthesize it. The reactants are: FC(F)(F)C(O)=O.[CH2:8]1[C:17]2[C:12](=[CH:13][C:14]([CH:18]([NH:20][C:21](=[O:23])[CH3:22])[CH3:19])=[CH:15][CH:16]=2)[CH2:11][CH2:10][NH:9]1.Br[CH2:25][C:26]1[CH:31]=[CH:30][C:29]([O:32][CH2:33][CH:34]2[CH2:36][CH2:35]2)=[C:28]([O:37][C:38]([F:41])([F:40])[F:39])[CH:27]=1.C(=O)([O-])[O-].[Cs+].[Cs+].CN(C=O)C. (2) Given the product [N:1]([C:4]1[CH:5]=[CH:6][C:7]([N:22]2[CH2:23][CH2:24][N:19]([CH3:18])[CH2:20][CH2:21]2)=[CH:16][CH:17]=1)=[C:2]=[S:3], predict the reactants needed to synthesize it. The reactants are: [N:1]([C:4]1[CH:17]=[CH:16][C:7](OCCN2CCCC2)=[CH:6][CH:5]=1)=[C:2]=[S:3].[CH3:18][N:19]1[CH2:24][CH2:23][N:22](C2C=CC(N)=CC=2)[CH2:21][CH2:20]1. (3) Given the product [Cl:18][C:12]1[N:11]=[CH:10][C:9]([NH:8][C:6](=[O:7])[O:5][C:1]([CH3:2])([CH3:3])[CH3:4])=[C:14]([C:15](=[O:17])[NH:33][C:32]2[CH:34]=[C:28]([O:27][CH2:26][C:21]3[C:20]([F:19])=[CH:25][CH:24]=[CH:23][N:22]=3)[CH:29]=[CH:30][C:31]=2[CH3:35])[CH:13]=1, predict the reactants needed to synthesize it. The reactants are: [C:1]([O:5][C:6]([NH:8][C:9]1[C:14]([C:15]([OH:17])=O)=[CH:13][C:12]([Cl:18])=[N:11][CH:10]=1)=[O:7])([CH3:4])([CH3:3])[CH3:2].[F:19][C:20]1[C:21]([CH2:26][O:27][C:28]2[CH:29]=[CH:30][C:31]([CH3:35])=[C:32]([CH:34]=2)[NH2:33])=[N:22][CH:23]=[CH:24][CH:25]=1.CCN=C=NCCCN(C)C.C1C=CC2N(O)N=NC=2C=1. (4) The reactants are: [C:1]([O:5][C:6](=[O:14])[NH:7][CH2:8][CH:9]1[CH2:12][CH:11]([OH:13])[CH2:10]1)([CH3:4])([CH3:3])[CH3:2].[N+:15]([C:18]1[CH:26]=[CH:25][C:21]([C:22](O)=[O:23])=[CH:20][CH:19]=1)([O-:17])=[O:16].C1(P(C2C=CC=CC=2)C2C=CC=CC=2)C=CC=CC=1.CC(OC(/N=N/C(OC(C)C)=O)=O)C. Given the product [C:1]([O:5][C:6]([NH:7][CH2:8][CH:9]1[CH2:10][CH:11]([O:13][C:22](=[O:23])[C:21]2[CH:20]=[CH:19][C:18]([N+:15]([O-:17])=[O:16])=[CH:26][CH:25]=2)[CH2:12]1)=[O:14])([CH3:4])([CH3:2])[CH3:3], predict the reactants needed to synthesize it. (5) Given the product [CH2:1]([O:4][CH2:5][CH:6]([OH:14])[CH2:7][OH:9])[CH:2]=[CH2:3], predict the reactants needed to synthesize it. The reactants are: [CH2:1]([O:4][CH2:5][CH2:6][CH:7]([OH:9])O)[CH:2]=[CH2:3].[OH-].[K+].C1[O:14]C1. (6) Given the product [N+:12]([C:9]1[CH:10]=[CH:11][C:6]([O:5][CH2:1][CH2:2][CH2:3][CH2:4][Si:22]([CH3:23])([CH3:24])[O:21][Si:20]([CH3:25])([CH3:26])[O:19][Si:18]([CH3:27])([CH3:28])[O:17][Si:16]([CH2:4][CH2:3][CH2:2][CH2:1][O:5][C:34]2[CH:33]=[CH:32][C:31]([N+:12]([O-:14])=[O:13])=[CH:30][CH:35]=2)([CH3:29])[CH3:15])=[CH:7][CH:8]=1)([O-:14])=[O:13], predict the reactants needed to synthesize it. The reactants are: [CH2:1]([O:5][C:6]1[CH:11]=[CH:10][C:9]([N+:12]([O-:14])=[O:13])=[CH:8][CH:7]=1)[CH2:2][CH:3]=[CH2:4].[CH3:15][SiH:16]([CH3:29])[O:17][Si:18]([CH3:28])([CH3:27])[O:19][Si:20]([CH3:26])([CH3:25])[O:21][SiH:22]([CH3:24])[CH3:23].[C:30]1(C)[C:31](C)=[CH:32][CH:33]=[CH:34][CH:35]=1.